From a dataset of Forward reaction prediction with 1.9M reactions from USPTO patents (1976-2016). Predict the product of the given reaction. Given the reactants [CH3:1][C:2]([C:6]1[C:11]([C:12]#[C:13][Si](C)(C)C)=[CH:10][CH:9]=[CH:8][N:7]=1)([CH3:5])[C:3]#[N:4].C1COCC1.[OH-].[Na+].Cl, predict the reaction product. The product is: [C:12]([C:11]1[C:6]([C:2]([CH3:5])([CH3:1])[C:3]#[N:4])=[N:7][CH:8]=[CH:9][CH:10]=1)#[CH:13].